This data is from Peptide-MHC class I binding affinity with 185,985 pairs from IEDB/IMGT. The task is: Regression. Given a peptide amino acid sequence and an MHC pseudo amino acid sequence, predict their binding affinity value. This is MHC class I binding data. (1) The peptide sequence is FPPEGVSIW. The MHC is HLA-B07:02 with pseudo-sequence HLA-B07:02. The binding affinity (normalized) is 0.0641. (2) The peptide sequence is FTDNNELEF. The MHC is HLA-B27:05 with pseudo-sequence HLA-B27:05. The binding affinity (normalized) is 0.0847. (3) The peptide sequence is WPRHRRLSI. The MHC is HLA-A30:01 with pseudo-sequence HLA-A30:01. The binding affinity (normalized) is 0.370. (4) The peptide sequence is EMSLADYLY. The MHC is HLA-A02:11 with pseudo-sequence HLA-A02:11. The binding affinity (normalized) is 0.0847. (5) The peptide sequence is FVFEATKLY. The MHC is HLA-A26:02 with pseudo-sequence HLA-A26:02. The binding affinity (normalized) is 0.611. (6) The MHC is HLA-B18:01 with pseudo-sequence HLA-B18:01. The binding affinity (normalized) is 0.0847. The peptide sequence is RPVPHWPKY. (7) The peptide sequence is IDYDCVSFCY. The MHC is HLA-B45:01 with pseudo-sequence HLA-B45:01. The binding affinity (normalized) is 0.199. (8) The peptide sequence is APFARLLNL. The MHC is HLA-B57:01 with pseudo-sequence HLA-B57:01. The binding affinity (normalized) is 0.0847.